From a dataset of Reaction yield outcomes from USPTO patents with 853,638 reactions. Predict the reaction yield, written as a fraction of the theoretical maximum amount of product (1.0 means a 100% yield; for example, 0.34 means a 34% yield). (1) The reactants are [Br:1][C:2]1[CH:11]=[C:10]2[C:5]([C:6](=[O:32])[N:7]([N:12]([C:20]3[CH:25]=[C:24]([Cl:26])[CH:23]=[CH:22][C:21]=3[S:27]([CH2:30][CH3:31])(=[O:29])=[O:28])[C:13](=[O:19])[O:14][C:15]([CH3:18])([CH3:17])[CH3:16])[CH:8]=[N:9]2)=[CH:4][C:3]=1[CH:33](Br)Br.[OH2:36]. The catalyst is CC(C)=O.[N+]([O-])([O-])=O.[Ag+]. The product is [Br:1][C:2]1[CH:11]=[C:10]2[C:5]([C:6](=[O:32])[N:7]([N:12]([C:20]3[CH:25]=[C:24]([Cl:26])[CH:23]=[CH:22][C:21]=3[S:27]([CH2:30][CH3:31])(=[O:28])=[O:29])[C:13](=[O:19])[O:14][C:15]([CH3:18])([CH3:17])[CH3:16])[CH:8]=[N:9]2)=[CH:4][C:3]=1[CH:33]=[O:36]. The yield is 0.380. (2) The reactants are Br[C:2]1[CH:7]=[CH:6][C:5]([CH:8]2[C:12]3[CH:13]=[C:14]([NH:19][C:20](=[O:26])[CH2:21][C:22]([CH3:25])([CH3:24])[CH3:23])[C:15]([CH3:18])=[C:16]([CH3:17])[C:11]=3[O:10][C:9]2([CH3:28])[CH3:27])=[CH:4][CH:3]=1.C([Li])CCC.CN([CH:37]=[O:38])C.O. The catalyst is C1COCC1. The product is [CH:37]([C:2]1[CH:7]=[CH:6][C:5]([CH:8]2[C:12]3[CH:13]=[C:14]([NH:19][C:20](=[O:26])[CH2:21][C:22]([CH3:23])([CH3:24])[CH3:25])[C:15]([CH3:18])=[C:16]([CH3:17])[C:11]=3[O:10][C:9]2([CH3:28])[CH3:27])=[CH:4][CH:3]=1)=[O:38]. The yield is 0.460. (3) The reactants are [CH:1](=O)[C:2]1[CH:7]=[CH:6][CH:5]=[N:4][CH:3]=1.Cl.[NH2:10][C:11]1([C:14]([O:16][CH2:17][CH3:18])=[O:15])[CH2:13][CH2:12]1. No catalyst specified. The product is [CH3:12][C:11]([NH:10][CH2:1][C:2]1[CH:3]=[N:4][CH:5]=[CH:6][CH:7]=1)([CH3:13])[C:14]([O:16][CH2:17][CH3:18])=[O:15]. The yield is 0.950. (4) The reactants are CSC1SC(C(OC)=O)=CC=1N[C:13]1[CH:18]=[CH:17][C:16]([C:19]2[CH:24]=[CH:23][CH:22]=[CH:21][CH:20]=2)=[CH:15][CH:14]=1.[NH2:25][C:26]1[CH:27]=[C:28]([C:32]([O:34][CH3:35])=[S:33])[S:29][C:30]=1[CH3:31].C1(C2C=CC(B(O)O)=CC=2)C=CC=CC=1. The yield is 0.191. No catalyst specified. The product is [C:16]1([C:19]2[CH:20]=[CH:21][C:22]([NH:25][C:26]3[CH:27]=[C:28]([C:32]([O:34][CH3:35])=[S:33])[S:29][C:30]=3[CH3:31])=[CH:23][CH:24]=2)[CH:17]=[CH:18][CH:13]=[CH:14][CH:15]=1. (5) The reactants are Cl[CH2:2][C:3]([N:5]([CH:12]1[CH2:17][CH2:16][N:15]([C:18]([O:20][C:21]([CH3:24])([CH3:23])[CH3:22])=[O:19])[CH2:14][CH2:13]1)[C:6]1[CH:11]=[CH:10][CH:9]=[CH:8][CH:7]=1)=[O:4].C(=O)([O-])[O-].[K+].[K+].[NH:31]1[CH2:36][CH2:35][CH2:34][CH2:33][CH2:32]1.O. The catalyst is C(#N)C. The product is [C:6]1([N:5]([CH:12]2[CH2:17][CH2:16][N:15]([C:18]([O:20][C:21]([CH3:24])([CH3:23])[CH3:22])=[O:19])[CH2:14][CH2:13]2)[C:3](=[O:4])[CH2:2][N:31]2[CH2:36][CH2:35][CH2:34][CH2:33][CH2:32]2)[CH:11]=[CH:10][CH:9]=[CH:8][CH:7]=1. The yield is 0.770.